This data is from Catalyst prediction with 721,799 reactions and 888 catalyst types from USPTO. The task is: Predict which catalyst facilitates the given reaction. (1) Reactant: C(OC(=O)[NH:7][C:8]1[CH:13]=[C:12]([Cl:14])[C:11]([C:15]([F:18])([F:17])[F:16])=[CH:10][C:9]=1[NH:19][C:20](=[O:38])[CH2:21][C:22]([C:24]1[CH:29]=[CH:28][CH:27]=[C:26]([C:30]2[CH:35]=[CH:34][N:33]=[C:32]([CH2:36][CH3:37])[CH:31]=2)[CH:25]=1)=O)(C)(C)C.C(O)(C(F)(F)F)=O. Product: [Cl:14][C:12]1[C:11]([C:15]([F:17])([F:18])[F:16])=[CH:10][C:9]2[NH:19][C:20](=[O:38])[CH2:21][C:22]([C:24]3[CH:29]=[CH:28][CH:27]=[C:26]([C:30]4[CH:35]=[CH:34][N:33]=[C:32]([CH2:36][CH3:37])[CH:31]=4)[CH:25]=3)=[N:7][C:8]=2[CH:13]=1. The catalyst class is: 2. (2) Reactant: CO[C:3]([C:5]1[C:13]2[C:8](=[CH:9][C:10]([C:14]3[CH:19]=[C:18]([F:20])[C:17]([O:21][CH2:22][O:23][CH2:24][CH2:25][Si:26]([CH3:29])([CH3:28])[CH3:27])=[CH:16][C:15]=3[CH2:30][CH3:31])=[CH:11][CH:12]=2)[N:7]([CH:32]2[CH2:37][CH2:36][CH2:35][CH2:34][O:33]2)[N:6]=1)=[NH:4].[CH2:38]([N:45]1[CH2:50][CH2:49][C:48]([O:54][CH2:55][CH3:56])([O:51][CH2:52][CH3:53])[CH:47]([NH2:57])[CH2:46]1)[C:39]1[CH:44]=[CH:43][CH:42]=[CH:41][CH:40]=1.C(O)(=O)C. Product: [CH2:38]([N:45]1[CH2:50][CH2:49][C:48]([O:54][CH2:55][CH3:56])([O:51][CH2:52][CH3:53])[CH:47]([NH:57][C:3]([C:5]2[C:13]3[C:8](=[CH:9][C:10]([C:14]4[CH:19]=[C:18]([F:20])[C:17]([O:21][CH2:22][O:23][CH2:24][CH2:25][Si:26]([CH3:29])([CH3:27])[CH3:28])=[CH:16][C:15]=4[CH2:30][CH3:31])=[CH:11][CH:12]=3)[N:7]([CH:32]3[CH2:37][CH2:36][CH2:35][CH2:34][O:33]3)[N:6]=2)=[NH:4])[CH2:46]1)[C:39]1[CH:40]=[CH:41][CH:42]=[CH:43][CH:44]=1. The catalyst class is: 8. (3) Reactant: [NH:1]1[C:9]2[C:4](=[CH:5][CH:6]=[CH:7][CH:8]=2)[C:3](/[CH:10]=[C:11]2\[O:12][C:13]3[CH:20]=[C:19]([OH:21])[CH:18]=[CH:17][C:14]=3[C:15]\2=[O:16])=[CH:2]1.[CH3:22][N:23]([CH3:29])[CH2:24][CH2:25][CH2:26][NH:27][CH3:28].[CH2:30]=O. Product: [NH:1]1[C:9]2[C:4](=[CH:5][CH:6]=[CH:7][CH:8]=2)[C:3](/[CH:10]=[C:11]2\[O:12][C:13]3[C:20]([CH2:22][N:23]([CH2:24][CH2:25][CH2:26][N:27]([CH3:30])[CH3:28])[CH3:29])=[C:19]([OH:21])[CH:18]=[CH:17][C:14]=3[C:15]\2=[O:16])=[CH:2]1. The catalyst class is: 8. (4) Reactant: [C:1]([C:3]1[CH:4]=[C:5]([CH:10]=[C:11]([O:13][CH2:14][CH2:15][CH3:16])[CH:12]=1)[C:6]([O:8]C)=[O:7])#[N:2].[OH-].[Li+]. Product: [C:1]([C:3]1[CH:4]=[C:5]([CH:10]=[C:11]([O:13][CH2:14][CH2:15][CH3:16])[CH:12]=1)[C:6]([OH:8])=[O:7])#[N:2]. The catalyst class is: 111. (5) Reactant: [CH:1]1([CH2:7][CH2:8][CH2:9][OH:10])[CH2:6][CH2:5][CH2:4][CH2:3][CH2:2]1.[H-].[Na+].Cl[C:14]1[N:18]([C:19]2[CH:24]=[CH:23][C:22]([N+:25]([O-:27])=[O:26])=[CH:21][CH:20]=2)[N:17]=[N:16][N:15]=1. Product: [CH:1]1([CH2:7][CH2:8][CH2:9][O:10][C:14]2[N:18]([C:19]3[CH:20]=[CH:21][C:22]([N+:25]([O-:27])=[O:26])=[CH:23][CH:24]=3)[N:17]=[N:16][N:15]=2)[CH2:6][CH2:5][CH2:4][CH2:3][CH2:2]1. The catalyst class is: 7. (6) Reactant: [H-].[Na+].[F:3][C:4]1[CH:9]=[CH:8][C:7]([OH:10])=[CH:6][CH:5]=1.[Cl:11][C:12]1[CH:28]=[C:27]([S:29]([CH3:32])(=[O:31])=[O:30])[CH:26]=[CH:25][C:13]=1[CH2:14][NH:15][C:16](=[O:24])[C:17]1[CH:22]=[CH:21][N:20]=[C:19](F)[CH:18]=1. Product: [Cl:11][C:12]1[CH:28]=[C:27]([S:29]([CH3:32])(=[O:31])=[O:30])[CH:26]=[CH:25][C:13]=1[CH2:14][NH:15][C:16](=[O:24])[C:17]1[CH:22]=[CH:21][N:20]=[C:19]([O:10][C:7]2[CH:8]=[CH:9][C:4]([F:3])=[CH:5][CH:6]=2)[CH:18]=1. The catalyst class is: 80. (7) Reactant: Br[C:2]1[CH:3]=[N:4][CH:5]=[C:6]2[C:11]=1[N:10]=[C:9]([C:12]([NH2:14])=[O:13])[CH:8]=[CH:7]2.[CH3:15][O:16][CH2:17][C:18]1[CH:23]=[CH:22][C:21](B(O)O)=[CH:20][CH:19]=1.C(=O)([O-])[O-].[Cs+].[Cs+]. Product: [CH3:15][O:16][CH2:17][C:18]1[CH:23]=[CH:22][C:21]([C:2]2[CH:3]=[N:4][CH:5]=[C:6]3[C:11]=2[N:10]=[C:9]([C:12]([NH2:14])=[O:13])[CH:8]=[CH:7]3)=[CH:20][CH:19]=1. The catalyst class is: 688.